The task is: Binary Classification. Given a drug SMILES string, predict its activity (active/inactive) in a high-throughput screening assay against a specified biological target.. This data is from Cav3 T-type calcium channel HTS with 100,875 compounds. (1) The result is 0 (inactive). The compound is Fc1ccc(C2=NOC3C2C(=O)N(C3=O)Cc2ccc(OC)cc2)cc1. (2) The drug is S=C(Nc1ccc(N2CCN(CC2)C(=O)CC)cc1)NC(=O)c1cc([N+]([O-])=O)ccc1. The result is 0 (inactive). (3) The molecule is O=C(C1CCN(CC1)C(OCC)=O)/C(=N\O)C(OCC)=O. The result is 0 (inactive).